Dataset: Catalyst prediction with 721,799 reactions and 888 catalyst types from USPTO. Task: Predict which catalyst facilitates the given reaction. (1) Reactant: [O:1]1[CH:3]([CH2:4][CH2:5][CH2:6][CH2:7][CH2:8][CH3:9])[CH2:2]1. Product: [CH3:2][CH:3]([OH:1])[CH2:4][CH2:5][CH2:6][CH2:7][CH2:8][CH3:9]. The catalyst class is: 43. (2) Reactant: [F-].C([N+](CCCC)(CCCC)CCCC)CCC.[CH3:19][N:20]([CH3:52])[S:21]([N:24]1[C:28]([C:29]2([OH:44])[C:37]3[C:32](=[CH:33][CH:34]=[CH:35][CH:36]=3)[CH:31]([C:38]3[CH:43]=[CH:42][CH:41]=[CH:40][CH:39]=3)[CH2:30]2)=[CH:27][N:26]=[C:25]1[Si](C(C)(C)C)(C)C)(=[O:23])=[O:22]. Product: [CH3:19][N:20]([CH3:52])[S:21]([N:24]1[C:28]([C:29]2([OH:44])[C:37]3[C:32](=[CH:33][CH:34]=[CH:35][CH:36]=3)[CH:31]([C:38]3[CH:43]=[CH:42][CH:41]=[CH:40][CH:39]=3)[CH2:30]2)=[CH:27][N:26]=[CH:25]1)(=[O:22])=[O:23]. The catalyst class is: 7.